The task is: Predict the reactants needed to synthesize the given product.. This data is from Full USPTO retrosynthesis dataset with 1.9M reactions from patents (1976-2016). (1) Given the product [CH2:15]([O:14][C:12]([C:10]1[N:11]=[C:7]([C:6]2[C:5]3[CH2:17][CH2:18][C:19]([F:22])([F:21])[CH2:20][C:4]=3[S:3][C:2]=2[NH:1][C:31]([C:23]2[CH2:27][CH2:26][CH2:25][C:24]=2[C:28]([OH:30])=[O:29])=[O:32])[S:8][CH:9]=1)=[O:13])[CH3:16], predict the reactants needed to synthesize it. The reactants are: [NH2:1][C:2]1[S:3][C:4]2[CH2:20][C:19]([F:22])([F:21])[CH2:18][CH2:17][C:5]=2[C:6]=1[C:7]1[S:8][CH:9]=[C:10]([C:12]([O:14][CH2:15][CH3:16])=[O:13])[N:11]=1.[C:23]12[C:31](=[O:32])[O:30][C:28](=[O:29])[C:24]=1[CH2:25][CH2:26][CH2:27]2. (2) Given the product [CH3:20][C:16]1([CH3:21])[O:17][CH2:18][CH2:19][N:14]([C:4]2[C:3]([CH3:22])=[C:2]([N:26]3[C:27]4[C:28](=[N:29][CH:30]=[C:31]([N:33]5[CH2:34][CH2:35][O:36][CH2:37][CH2:38]5)[CH:32]=4)[C:24]([CH3:39])([CH3:23])[CH2:25]3)[C:11]3[C:6](=[CH:7][C:8]([F:13])=[CH:9][C:10]=3[F:12])[N:5]=2)[CH2:15]1, predict the reactants needed to synthesize it. The reactants are: Cl[C:2]1[C:11]2[C:6](=[CH:7][C:8]([F:13])=[CH:9][C:10]=2[F:12])[N:5]=[C:4]([N:14]2[CH2:19][CH2:18][O:17][C:16]([CH3:21])([CH3:20])[CH2:15]2)[C:3]=1[CH3:22].[CH3:23][C:24]1([CH3:39])[C:28]2=[N:29][CH:30]=[C:31]([N:33]3[CH2:38][CH2:37][O:36][CH2:35][CH2:34]3)[CH:32]=[C:27]2[NH:26][CH2:25]1.CC(C)([O-])C.[Na+].